This data is from Reaction yield outcomes from USPTO patents with 853,638 reactions. The task is: Predict the reaction yield, written as a fraction of the theoretical maximum amount of product (1.0 means a 100% yield; for example, 0.34 means a 34% yield). (1) The reactants are [CH2:1]([N:8]([CH2:28][C:29]1[CH:34]=[CH:33][CH:32]=[CH:31][CH:30]=1)[C@H:9]1[CH2:18][C:17]2[C:12](=[CH:13][CH:14]=[CH:15][C:16]=2B2OC(C)(C)C(C)(C)O2)[O:11][CH2:10]1)[C:2]1[CH:7]=[CH:6][CH:5]=[CH:4][CH:3]=1.Br[C:36]1[CH:37]=[N:38][C:39]([CH2:42][CH3:43])=[N:40][CH:41]=1.C(=O)([O-])[O-].[K+].[K+]. The catalyst is O1CCOCC1.CC(P(C(C)(C)C)C1[CH-]C=CC=1)(C)C.CC(P(C(C)(C)C)C1[CH-]C=CC=1)(C)C.[Cl-].[Cl-].[Fe+2].[Pd+2]. The product is [CH2:28]([N:8]([CH2:1][C:2]1[CH:7]=[CH:6][CH:5]=[CH:4][CH:3]=1)[C@H:9]1[CH2:18][C:17]2[C:12](=[CH:13][CH:14]=[CH:15][C:16]=2[C:36]2[CH:37]=[N:38][C:39]([CH2:42][CH3:43])=[N:40][CH:41]=2)[O:11][CH2:10]1)[C:29]1[CH:30]=[CH:31][CH:32]=[CH:33][CH:34]=1. The yield is 0.550. (2) The reactants are [Si]([O:8][C@@H:9]([CH3:42])[C@H:10]([C:22]1[O:26][C:25]([C:27]2[CH:32]=[CH:31][C:30]([NH:33][C:34](=[O:41])[C:35]3[CH:40]=[CH:39][CH:38]=[CH:37][CH:36]=3)=[CH:29][CH:28]=2)=[N:24][N:23]=1)[NH:11][C:12]1[CH:17]=[CH:16][C:15]([C:18]#[N:19])=[C:14]([Cl:20])[C:13]=1[CH3:21])(C(C)(C)C)(C)C.CCCC[N+](CCCC)(CCCC)CCCC.[F-]. The catalyst is C1COCC1. The product is [Cl:20][C:14]1[C:13]([CH3:21])=[C:12]([NH:11][C@@H:10]([C:22]2[O:26][C:25]([C:27]3[CH:32]=[CH:31][C:30]([NH:33][C:34](=[O:41])[C:35]4[CH:40]=[CH:39][CH:38]=[CH:37][CH:36]=4)=[CH:29][CH:28]=3)=[N:24][N:23]=2)[C@@H:9]([OH:8])[CH3:42])[CH:17]=[CH:16][C:15]=1[C:18]#[N:19]. The yield is 0.110.